Task: Predict the product of the given reaction.. Dataset: Forward reaction prediction with 1.9M reactions from USPTO patents (1976-2016) (1) Given the reactants [CH3:1][C@H:2]1[N:7]([C:8]([C:10]2[CH:15]=[CH:14][CH:13]=[CH:12][C:11]=2[N:16]2[N:20]=[CH:19][CH:18]=[N:17]2)=[O:9])[CH2:6][C@H:5]([O:21][C:22]2[CH:27]=[C:26]([OH:28])[CH:25]=[CH:24][N:23]=2)[CH2:4][CH2:3]1.[CH:29]1(Br)[CH2:31][CH2:30]1.C(=O)([O-])[O-].[K+].[K+], predict the reaction product. The product is: [CH:29]1([O:28][C:26]2[CH:25]=[CH:24][N:23]=[C:22]([O:21][C@@H:5]3[CH2:4][CH2:3][C@@H:2]([CH3:1])[N:7]([C:8]([C:10]4[CH:15]=[CH:14][CH:13]=[CH:12][C:11]=4[N:16]4[N:20]=[CH:19][CH:18]=[N:17]4)=[O:9])[CH2:6]3)[CH:27]=2)[CH2:31][CH2:30]1. (2) Given the reactants [F:1][C:2]1[CH:3]=[C:4]2[C:8](=[C:9]([CH2:12][OH:13])[C:10]=1[F:11])[CH:7]([O:14]COCC[Si](C)(C)C)[CH2:6][CH2:5]2.O=S(Cl)Cl.[CH3:27]C#N, predict the reaction product. The product is: [F:1][C:2]1[CH:3]=[C:4]2[C:8](=[C:9]([CH2:12][O:13][CH3:27])[C:10]=1[F:11])[CH:7]([OH:14])[CH2:6][CH2:5]2. (3) Given the reactants [Cl:1][C:2]1[CH:36]=[CH:35][C:5]([CH2:6][N:7]2[C:15]3[C:14](=[O:16])[N:13]([CH2:17][C:18](=[O:20])[CH3:19])[C:12](=[O:21])[N:11]([CH3:22])[C:10]=3[N:9]=[C:8]2[O:23][C:24]2[CH:29]=[CH:28][CH:27]=[C:26]([O:30][C:31]([F:34])([F:33])[F:32])[CH:25]=2)=[CH:4][CH:3]=1.[BH4-].[Na+], predict the reaction product. The product is: [Cl:1][C:2]1[CH:3]=[CH:4][C:5]([CH2:6][N:7]2[C:15]3[C:14](=[O:16])[N:13]([CH2:17][CH:18]([OH:20])[CH3:19])[C:12](=[O:21])[N:11]([CH3:22])[C:10]=3[N:9]=[C:8]2[O:23][C:24]2[CH:29]=[CH:28][CH:27]=[C:26]([O:30][C:31]([F:34])([F:32])[F:33])[CH:25]=2)=[CH:35][CH:36]=1. (4) Given the reactants [C:1]([C:3]1[CH:8]=[CH:7][C:6]([N:9]2[CH:13]=[CH:12][CH:11]=[C:10]2[CH:14]=[CH:15][C:16]([O:18][CH2:19][CH3:20])=[O:17])=[C:5]([CH3:21])[CH:4]=1)#[N:2], predict the reaction product. The product is: [C:1]([C:3]1[CH:8]=[CH:7][C:6]([N:9]2[CH:13]=[CH:12][CH:11]=[C:10]2[CH2:14][CH2:15][C:16]([O:18][CH2:19][CH3:20])=[O:17])=[C:5]([CH3:21])[CH:4]=1)#[N:2]. (5) Given the reactants [CH3:1][CH:2]([O:4][C@@H:5]([CH2:10][N:11]([C:16]1[CH:21]=[CH:20][C:19]([O:22][C:23]2[CH:28]=[CH:27][C:26]([C:29]([F:32])([F:31])[F:30])=[CH:25][CH:24]=2)=[CH:18][CH:17]=1)[S:12]([CH3:15])(=[O:14])=[O:13])[C:6](OC)=[O:7])[CH3:3].Cl.[NH2:34][OH:35].C[O-].[Na+].Cl, predict the reaction product. The product is: [CH3:1][CH:2]([O:4][C@@H:5]([CH2:10][N:11]([C:16]1[CH:21]=[CH:20][C:19]([O:22][C:23]2[CH:28]=[CH:27][C:26]([C:29]([F:32])([F:31])[F:30])=[CH:25][CH:24]=2)=[CH:18][CH:17]=1)[S:12]([CH3:15])(=[O:14])=[O:13])[C:6]([NH:34][OH:35])=[O:7])[CH3:3]. (6) Given the reactants CC1(C)CCCC(C)(C)N1.[Li]CCCC.[CH3:16][O:17][C:18]1[N:19]=[N:20][CH:21]=[CH:22][CH:23]=1.[CH2:24]([Sn:28]([CH2:34][CH2:35][CH2:36][CH3:37])([CH2:30][CH2:31][CH2:32][CH3:33])Cl)[CH2:25][CH2:26][CH3:27].[NH4+].[Cl-], predict the reaction product. The product is: [CH3:16][O:17][C:18]1[N:19]=[N:20][CH:21]=[CH:22][C:23]=1[Sn:28]([CH2:30][CH2:31][CH2:32][CH3:33])([CH2:34][CH2:35][CH2:36][CH3:37])[CH2:24][CH2:25][CH2:26][CH3:27]. (7) Given the reactants [Cl:1][C:2]1[N:7]=[C:6](Cl)[CH:5]=[CH:4][N:3]=1.[CH2:9]([C:13]1[CH:18]=[CH:17][C:16](B(O)O)=[CH:15][CH:14]=1)[CH:10]([CH3:12])[CH3:11], predict the reaction product. The product is: [Cl:1][C:2]1[N:7]=[C:6]([C:16]2[CH:17]=[CH:18][C:13]([CH2:9][CH:10]([CH3:12])[CH3:11])=[CH:14][CH:15]=2)[CH:5]=[CH:4][N:3]=1. (8) Given the reactants I[C:2]1[CH:10]=[CH:9][C:8]([S:11]([CH3:14])(=[O:13])=[O:12])=[CH:7][C:3]=1[C:4]([OH:6])=[O:5].[C:15]1(B(O)O)[CH:20]=[CH:19][CH:18]=[CH:17][CH:16]=1.C(=O)([O-])[O-].[Na+].[Na+].Cl, predict the reaction product. The product is: [CH3:14][S:11]([C:8]1[CH:7]=[C:3]([C:4]([OH:6])=[O:5])[C:2]([C:15]2[CH:20]=[CH:19][CH:18]=[CH:17][CH:16]=2)=[CH:10][CH:9]=1)(=[O:13])=[O:12]. (9) Given the reactants C[O:2][CH:3]=[CH:4][C:5]1[CH:10]=[CH:9][C:8]([C:11]([F:14])([F:13])[F:12])=[CH:7][CH:6]=1.Cl, predict the reaction product. The product is: [F:12][C:11]([F:13])([F:14])[C:8]1[CH:7]=[CH:6][C:5]([CH2:4][CH:3]=[O:2])=[CH:10][CH:9]=1.